This data is from Forward reaction prediction with 1.9M reactions from USPTO patents (1976-2016). The task is: Predict the product of the given reaction. (1) Given the reactants C([O:4][CH2:5][CH:6]([C:17]1[CH:22]=[CH:21][C:20]([Br:23])=[CH:19][CH:18]=1)[CH2:7][NH:8][C@@H:9]([C:11]1[CH:16]=[CH:15][CH:14]=[CH:13][CH:12]=1)[CH3:10])(=O)C.[OH-].[Na+], predict the reaction product. The product is: [C:11]1([C@H:9]([NH:8][CH2:7][CH:6]([C:17]2[CH:18]=[CH:19][C:20]([Br:23])=[CH:21][CH:22]=2)[CH2:5][OH:4])[CH3:10])[CH:16]=[CH:15][CH:14]=[CH:13][CH:12]=1. (2) Given the reactants I[C:2]1[C:10]2[C:5](=[CH:6][C:7]([CH2:11][N:12]3[CH2:17][CH2:16][CH2:15][CH2:14][CH2:13]3)=[CH:8][CH:9]=2)[NH:4][C:3]=1[C:18]1[CH:23]=[C:22]([C:24]2[CH:29]=[CH:28][N:27]=[CH:26][CH:25]=2)[N:21]=[N:20][C:19]=1[O:30][CH3:31].[C:32]1(B(O)O)[CH:37]=[CH:36][CH:35]=[CH:34][CH:33]=1, predict the reaction product. The product is: [CH3:31][O:30][C:19]1[N:20]=[N:21][C:22]([C:24]2[CH:29]=[CH:28][N:27]=[CH:26][CH:25]=2)=[CH:23][C:18]=1[C:3]1[NH:4][C:5]2[C:10]([C:2]=1[C:32]1[CH:37]=[CH:36][CH:35]=[CH:34][CH:33]=1)=[CH:9][CH:8]=[C:7]([CH2:11][N:12]1[CH2:17][CH2:16][CH2:15][CH2:14][CH2:13]1)[CH:6]=2.